Dataset: Full USPTO retrosynthesis dataset with 1.9M reactions from patents (1976-2016). Task: Predict the reactants needed to synthesize the given product. (1) Given the product [Br:11][CH:7]1[CH2:8][CH2:9][C:2]2[S:1][CH:5]=[CH:4][C:3]=2[C:6]1=[O:10], predict the reactants needed to synthesize it. The reactants are: [S:1]1[CH:5]=[CH:4][C:3]2[C:6](=[O:10])[CH2:7][CH2:8][CH2:9][C:2]1=2.[Br:11]Br.O. (2) The reactants are: [CH2:1]([O:3][C:4]([C:6]1[N:7]=[C:8](I)[S:9][C:10]=1[C:11]([O:13][CH2:14][CH3:15])=[O:12])=[O:5])[CH3:2].[CH2:17](O)[CH3:18]. Given the product [CH2:1]([O:3][C:4]([C:6]1[N:7]=[C:8]([C:17]#[CH:18])[S:9][C:10]=1[C:11]([O:13][CH2:14][CH3:15])=[O:12])=[O:5])[CH3:2], predict the reactants needed to synthesize it. (3) Given the product [Br:1][C:2]1[CH:3]=[C:4]2[C:9](=[CH:10][CH:11]=1)[C:8](=[O:12])[NH:7][C:6](=[O:13])/[C:5]/2=[CH:14]/[O:40][CH3:36].[N:23]1([CH2:22][C:19]2[CH:20]=[CH:21][C:16]([NH2:15])=[CH:17][CH:18]=2)[CH2:28][CH2:27][O:26][CH2:25][CH2:24]1, predict the reactants needed to synthesize it. The reactants are: [Br:1][C:2]1[CH:3]=[C:4]2[C:9](=[CH:10][CH:11]=1)[C:8](=[O:12])[NH:7][C:6](=[O:13])/[C:5]/2=[CH:14]\[NH:15][C:16]1[CH:21]=[CH:20][C:19]([CH2:22][N:23]2[CH2:28][CH2:27][O:26][CH2:25][CH2:24]2)=[CH:18][CH:17]=1.BrC1C=C2C(=CC=1)[C:36](=[O:40])NC(=O)C2=CNC1C=CC(N2CC(C)NC(C)C2)=CC=1. (4) Given the product [F:21][C:13]1[CH:14]=[C:15]([N+:18]([O-:20])=[O:19])[CH:16]=[CH:17][C:12]=1[O:11][C:8]1[CH:7]=[CH:6][N:5]=[C:4]2[CH:3]=[C:2]([C:25]3[CH:26]=[CH:27][N:22]=[CH:23][CH:24]=3)[S:10][C:9]=12, predict the reactants needed to synthesize it. The reactants are: Br[C:2]1[S:10][C:9]2[C:4](=[N:5][CH:6]=[CH:7][C:8]=2[O:11][C:12]2[CH:17]=[CH:16][C:15]([N+:18]([O-:20])=[O:19])=[CH:14][C:13]=2[F:21])[CH:3]=1.[N:22]1[CH:27]=[CH:26][C:25](B(O)O)=[CH:24][CH:23]=1.[F-].[Cs+].C([O-])(O)=O.[Na+]. (5) Given the product [ClH:3].[Cl:3][C:4]1[CH:5]=[N:6][C:7]2[NH:8][C:9]3[CH:10]=[CH:11][CH:12]=[C:13]([CH:26]=3)[CH2:14][CH2:15][C:16]3[CH:24]=[C:20]([NH:21][C:22]=1[N:23]=2)[CH:19]=[CH:18][C:17]=3[NH:25][C:31]([CH:27]1[CH2:30][CH2:29][CH2:28]1)=[O:32], predict the reactants needed to synthesize it. The reactants are: Cl.Cl.[Cl:3][C:4]1[CH:5]=[N:6][C:7]2[NH:8][C:9]3[CH:10]=[CH:11][CH:12]=[C:13]([CH:26]=3)[CH2:14][CH2:15][C:16]3[CH:24]=[C:20]([NH:21][C:22]=1[N:23]=2)[CH:19]=[CH:18][C:17]=3[NH2:25].[CH:27]1([C:31](Cl)=[O:32])[CH2:30][CH2:29][CH2:28]1. (6) Given the product [C:1]1([C:13]([NH:15][CH2:16][CH2:17][CH2:18][CH2:19][CH2:20][CH2:21][C:22]([OH:24])=[O:23])=[O:14])[C:11]2=[C:12]3[C:7](=[CH:8][CH:9]=[CH:10]2)[CH2:6][CH2:5][CH2:4][N:3]3[CH:2]=1, predict the reactants needed to synthesize it. The reactants are: [C:1]1([C:13]([NH:15][CH2:16][CH2:17][CH2:18][CH2:19][CH2:20][CH2:21][C:22]([O:24]C)=[O:23])=[O:14])[C:11]2=[C:12]3[C:7](=[CH:8][CH:9]=[CH:10]2)[CH2:6][CH2:5][CH2:4][N:3]3[CH:2]=1.O.[OH-].[Li+].Cl. (7) Given the product [CH2:1]1[O:8][C@@H:7]2[O:9][C@H:2]1[CH:3]=[CH:4][C:5]2=[O:6].[C@@H:7]12[O:8][CH2:1][C@@H:2]([O:9]1)[C@@H:3]([OH:12])[CH2:4][C:5]2=[O:6], predict the reactants needed to synthesize it. The reactants are: [CH2:1]1[O:8][C@@H:7]2[O:9][C@H:2]1[CH:3]=[CH:4][C:5]2=[O:6].C(O)(=[O:12])C. (8) The reactants are: C(OC1C=C(OC2CC3C(C(=O)N(C)CCCCC=CC4C(C(O)=O)(NC3=O)C4)C2)C2C(=CC(OC)=CC=2)N=1)C.[CH2:41]([O:43][C:44]1[CH:53]=[C:52]([O:54][CH:55]2[CH2:72][CH:71]3[CH:57]([C:58](=[O:84])[N:59]([CH3:83])[CH2:60][CH2:61][CH2:62][CH2:63][CH:64]=[CH:65][CH:66]4[C:68]([C:74]([NH:76][S:77]([CH:80]5[CH2:82][CH2:81]5)(=[O:79])=[O:78])=[O:75])([NH:69][C:70]3=[O:73])[CH2:67]4)[CH2:56]2)[C:51]2[C:46](=[C:47](C)[C:48]([O:85][CH3:86])=[CH:49][CH:50]=2)[N:45]=1)[CH3:42]. Given the product [CH2:41]([O:43][C:44]1[CH:53]=[C:52]([O:54][CH:55]2[CH2:72][CH:71]3[CH:57]([C:58](=[O:84])[N:59]([CH3:83])[CH2:60][CH2:61][CH2:62][CH2:63][CH:64]=[CH:65][CH:66]4[C:68]([C:74]([NH:76][S:77]([CH:80]5[CH2:82][CH2:81]5)(=[O:78])=[O:79])=[O:75])([NH:69][C:70]3=[O:73])[CH2:67]4)[CH2:56]2)[C:51]2[C:46](=[CH:47][C:48]([O:85][CH3:86])=[CH:49][CH:50]=2)[N:45]=1)[CH3:42], predict the reactants needed to synthesize it. (9) Given the product [CH:2]1([C:1]([NH:9][C:10]2[CH:15]=[CH:14][CH:13]=[CH:12][C:11]=2[C:16](=[C:30]2[CH2:31][CH2:32][NH:33][CH2:34][CH2:35]2)[C:17]2[CH:29]=[CH:28][C:20]([C:21]([N:23]([CH2:24][CH3:25])[CH2:26][CH3:27])=[O:22])=[CH:19][CH:18]=2)=[O:8])[CH2:3][CH2:4][CH2:5][CH2:6][CH2:7]1, predict the reactants needed to synthesize it. The reactants are: [C:1]([NH:9][C:10]1[CH:15]=[CH:14][CH:13]=[CH:12][C:11]=1[C:16](=[C:30]1[CH2:35][CH2:34][NH:33][CH2:32][CH2:31]1)[C:17]1[CH:29]=[CH:28][C:20]([C:21]([N:23]([CH2:26][CH3:27])[CH2:24][CH3:25])=[O:22])=[CH:19][CH:18]=1)(=[O:8])[C:2]1[CH:7]=[CH:6][CH:5]=[CH:4][CH:3]=1.CC(OC(N1CCC(=C(C2C=CC=CC=2N)C2C=CC(C(N(CC)CC)=O)=CC=2)CC1)=O)(C)C.C1(C(Cl)=O)CCCCC1.C(O)(C(F)(F)F)=O.